Dataset: Reaction yield outcomes from USPTO patents with 853,638 reactions. Task: Predict the reaction yield, written as a fraction of the theoretical maximum amount of product (1.0 means a 100% yield; for example, 0.34 means a 34% yield). (1) The reactants are [OH:1][C:2]1[N:9]=[C:8]([CH3:10])[CH:7]=[C:6](O)[C:3]=1[C:4]#[N:5].P(Cl)(Cl)([Cl:14])=O. The catalyst is C(#N)C.[Cl-].C([N+](CC)(CC)CC)C1C=CC=CC=1. The product is [Cl:14][C:6]1[C:3]([C:4]#[N:5])=[C:2]([OH:1])[N:9]=[C:8]([CH3:10])[CH:7]=1. The yield is 0.240. (2) The reactants are Br[CH:2]1[CH2:6][CH2:5][N:4]([CH2:7][C:8]2[CH:13]=[CH:12][C:11]([CH:14]([F:16])[F:15])=[CH:10][CH:9]=2)[C:3]1=[O:17].[F:18][C:19]1[CH:24]=[C:23]([C@@H:25]2[CH2:30][CH2:29][NH:28][CH2:27][C@H:26]2[F:31])[CH:22]=[CH:21][C:20]=1[OH:32].C(N(CC)CC)C. The catalyst is C(#N)C.O. The product is [F:15][CH:14]([F:16])[C:11]1[CH:12]=[CH:13][C:8]([CH2:7][N:4]2[CH2:5][CH2:6][CH:2]([N:28]3[CH2:29][CH2:30][C@@H:25]([C:23]4[CH:22]=[CH:21][C:20]([OH:32])=[C:19]([F:18])[CH:24]=4)[C@H:26]([F:31])[CH2:27]3)[C:3]2=[O:17])=[CH:9][CH:10]=1. The yield is 0.460. (3) The reactants are [Cl:1][C:2]1[CH:3]=[C:4]2[C:9]3=[C:10]([CH2:12][N:13](C(OCC4C=CC=CC=4)=O)[CH2:14][CH2:15][N:8]3[CH2:7][CH:6]3[CH2:26][CH2:27][CH2:28][CH2:29][CH2:30][CH:5]23)[CH:11]=1.FC(F)(F)S(O)(=O)=O.C1(OC)C=CC=CC=1.[OH-].[Na+]. The catalyst is C(Cl)Cl.O. The product is [ClH:1].[Cl:1][C:2]1[CH:3]=[C:4]2[C:9]3=[C:10]([CH2:12][NH:13][CH2:14][CH2:15][N:8]3[CH2:7][CH:6]3[CH2:26][CH2:27][CH2:28][CH2:29][CH2:30][CH:5]23)[CH:11]=1. The yield is 0.840. (4) The reactants are C(OC([N:8]([C:17]1([C:24]([O:26][CH2:27][CH3:28])=[O:25])[CH2:21][C:20](=[O:22])[NH:19][C:18]1=[O:23])[NH:9]C(OC(C)(C)C)=O)=O)(C)(C)C.[ClH:29]. The catalyst is C(OCC)(=O)C. The product is [ClH:29].[NH:8]([C:17]1([C:24]([O:26][CH2:27][CH3:28])=[O:25])[CH2:21][C:20](=[O:22])[NH:19][C:18]1=[O:23])[NH2:9]. The yield is 0.760. (5) The reactants are Cl[C:2]1[N:7]=[C:6]([C:8]2[S:12][C:11]([CH:13]([CH3:15])[CH3:14])=[N:10][C:9]=2[C:16]2[CH:17]=[C:18]([NH:22][S:23]([C:26]3[C:31]([F:32])=[CH:30][CH:29]=[CH:28][C:27]=3[F:33])(=[O:25])=[O:24])[CH:19]=[CH:20][CH:21]=2)[CH:5]=[CH:4][N:3]=1.[CH3:34][O:35][C:36]1[CH:41]=[C:40]([N:42]2[CH2:47][CH2:46][CH:45]([N:48]3[CH2:53][CH2:52][N:51]([CH2:54][CH2:55][S:56]([CH3:59])(=[O:58])=[O:57])[CH2:50][CH2:49]3)[CH2:44][CH2:43]2)[CH:39]=[CH:38][C:37]=1[NH2:60].C(O)C(F)(F)F.Cl. The catalyst is O1CCOCC1.CCOC(C)=O.CCOCC. The product is [F:33][C:27]1[CH:28]=[CH:29][CH:30]=[C:31]([F:32])[C:26]=1[S:23]([NH:22][C:18]1[CH:19]=[CH:20][CH:21]=[C:16]([C:9]2[N:10]=[C:11]([CH:13]([CH3:15])[CH3:14])[S:12][C:8]=2[C:6]2[CH:5]=[CH:4][N:3]=[C:2]([NH:60][C:37]3[CH:38]=[CH:39][C:40]([N:42]4[CH2:43][CH2:44][CH:45]([N:48]5[CH2:49][CH2:50][N:51]([CH2:54][CH2:55][S:56]([CH3:59])(=[O:58])=[O:57])[CH2:52][CH2:53]5)[CH2:46][CH2:47]4)=[CH:41][C:36]=3[O:35][CH3:34])[N:7]=2)[CH:17]=1)(=[O:25])=[O:24]. The yield is 0.540.